Dataset: Full USPTO retrosynthesis dataset with 1.9M reactions from patents (1976-2016). Task: Predict the reactants needed to synthesize the given product. (1) Given the product [CH3:1][C:2]1[CH:7]=[C:6]([N:8]2[CH:12]=[C:11]([C:13]([OH:31])([CH3:15])[CH2:14][OH:35])[N:10]=[CH:9]2)[CH:5]=[C:4]([NH:16][C:17]2[N:22]=[C:21]([C:23]([F:24])([F:25])[F:26])[CH:20]=[CH:19][N:18]=2)[CH:3]=1, predict the reactants needed to synthesize it. The reactants are: [CH3:1][C:2]1[CH:3]=[C:4]([NH:16][C:17]2[N:22]=[C:21]([C:23]([F:26])([F:25])[F:24])[CH:20]=[CH:19][N:18]=2)[CH:5]=[C:6]([N:8]2[CH:12]=[C:11]([C:13]([CH3:15])=[CH2:14])[N:10]=[CH:9]2)[CH:7]=1.C[N+]1([O-])CC[O:31]CC1.[OH2:35].S([O-])([O-])(=O)=S.[Na+].[Na+]. (2) Given the product [Br:29][CH2:21][C:17]1[CH:16]=[C:15]([C:11]2[CH:12]=[CH:13][CH:14]=[C:9]([P:4]([O:3][CH2:1][CH3:2])([O:6][CH2:7][CH3:8])=[O:5])[CH:10]=2)[CH:20]=[CH:19][CH:18]=1, predict the reactants needed to synthesize it. The reactants are: [CH2:1]([O:3][P:4]([C:9]1[CH:10]=[C:11]([C:15]2[CH:20]=[CH:19][CH:18]=[C:17]([CH3:21])[CH:16]=2)[CH:12]=[CH:13][CH:14]=1)([O:6][CH2:7][CH3:8])=[O:5])[CH3:2].C1C(=O)N([Br:29])C(=O)C1.C(OOC(=O)C1C=CC=CC=1)(=O)C1C=CC=CC=1. (3) Given the product [C:73]([C:71]1[CH:70]=[C:69]([NH:77][S:78]([CH3:81])(=[O:80])=[O:79])[C:68]([O:82][CH3:83])=[C:67]([NH:17][C:18](=[O:40])[C:19]([C:21]2[C:30]3[C:29](=[CH:28][CH:27]=[CH:26][CH:25]=3)[C:24]([O:31][CH2:32][CH2:33][N:34]3[CH2:39][CH2:38][O:37][CH2:36][CH2:35]3)=[CH:23][CH:22]=2)=[O:20])[CH:72]=1)([CH3:76])([CH3:74])[CH3:75], predict the reactants needed to synthesize it. The reactants are: C(C1C=C([NH:17][C:18](=[O:40])[C:19]([C:21]2[C:30]3[C:25](=[CH:26][CH:27]=[CH:28][CH:29]=3)[C:24]([O:31][CH2:32][CH2:33][N:34]3[CH2:39][CH2:38][O:37][CH2:36][CH2:35]3)=[CH:23][CH:22]=2)=[O:20])N(C2C=CC(C)=CC=2)N=1)(C)(C)C.COC(=O)C(C1C2C(=CC=CC=2)C(OCCN2CCOCC2)=CC=1)=O.N[C:67]1[C:68]([O:82][CH3:83])=[C:69]([NH:77][S:78]([CH3:81])(=[O:80])=[O:79])[CH:70]=[C:71]([C:73]([CH3:76])([CH3:75])[CH3:74])[CH:72]=1. (4) The reactants are: [Cl:1][C:2]1[C:10]2[C:5](=[CH:6][C:7]([F:12])=[C:8]([NH2:11])[CH:9]=2)[NH:4][N:3]=1.[Cl:13][C:14]1[CH:19]=[CH:18][C:17]([CH:20]2[CH2:25][C:24](=[O:26])[NH:23][C:22]([CH3:27])=[C:21]2[C:28](O)=[O:29])=[CH:16][CH:15]=1.C(Cl)CCl.CCN(CC)CC. Given the product [Cl:1][C:2]1[C:10]2[C:5](=[CH:6][C:7]([F:12])=[C:8]([NH:11][C:28]([C:21]3[CH:20]([C:17]4[CH:18]=[CH:19][C:14]([Cl:13])=[CH:15][CH:16]=4)[CH2:25][C:24](=[O:26])[NH:23][C:22]=3[CH3:27])=[O:29])[CH:9]=2)[NH:4][N:3]=1, predict the reactants needed to synthesize it. (5) Given the product [CH3:15][O:16][C:2]1[C:7]([N+:8]([O-:10])=[O:9])=[CH:6][C:5]([C:11]([CH3:14])([CH3:13])[CH3:12])=[CH:4][N:3]=1, predict the reactants needed to synthesize it. The reactants are: Cl[C:2]1[C:7]([N+:8]([O-:10])=[O:9])=[CH:6][C:5]([C:11]([CH3:14])([CH3:13])[CH3:12])=[CH:4][N:3]=1.[CH3:15][O-:16].[Na+]. (6) Given the product [O:30]=[C:31]1[NH:36][C:35]2[N:37]=[CH:38][C:39](/[CH:41]=[CH:42]/[C:43]([N:2]([CH3:1])[CH2:3][C:4]3[C:12]4[C:7](=[CH:8][CH:9]=[CH:10][CH:11]=4)[N:6]([CH3:13])[CH:5]=3)=[O:45])=[CH:40][C:34]=2[C:33](=[O:46])[NH:32]1, predict the reactants needed to synthesize it. The reactants are: [CH3:1][NH:2][CH2:3][C:4]1[C:12]2[C:7](=[CH:8][CH:9]=[CH:10][CH:11]=2)[N:6]([CH3:13])[CH:5]=1.CNCC1C=CC2C(=CC=CC=2)C=1CCC.[O:30]=[C:31]1[NH:36][C:35]2[N:37]=[CH:38][C:39](/[CH:41]=[CH:42]/[C:43]([OH:45])=O)=[CH:40][C:34]=2[C:33](=[O:46])[NH:32]1.Cl.CN1CC2C=C(/C=C/C(O)=O)C=NC=2NC(=O)C1.